From a dataset of Forward reaction prediction with 1.9M reactions from USPTO patents (1976-2016). Predict the product of the given reaction. (1) The product is: [Cl:26][C:22]1[CH:21]=[CH:20][C:19]2[C:24](=[CH:25][N:17]([S:14]([N:11]3[CH2:10][CH2:9][NH:8][CH2:13][CH2:12]3)(=[O:16])=[O:15])[CH:18]=2)[CH:23]=1. Given the reactants C([N:8]1[CH2:13][CH2:12][N:11]([S:14]([N:17]2[CH:25]=[C:24]3[C:19]([CH:20]=[CH:21][C:22]([Cl:26])=[CH:23]3)=[CH:18]2)(=[O:16])=[O:15])[CH2:10][CH2:9]1)C1C=CC=CC=1.ClC(OC(Cl)C)=O.CO, predict the reaction product. (2) The product is: [CH3:9][C:10]1[CH:11]=[C:12]([NH:13][C:1]([C:2]2[CH:7]=[CH:6][CH:5]=[CH:4][CH:3]=2)=[NH:8])[CH:14]=[CH:15][C:16]=1[CH3:17]. Given the reactants [C:1](#[N:8])[C:2]1[CH:7]=[CH:6][CH:5]=[CH:4][CH:3]=1.[CH3:9][C:10]1[CH:11]=[C:12]([CH:14]=[CH:15][C:16]=1[CH3:17])[NH2:13], predict the reaction product. (3) Given the reactants [O:1]=[C:2]1[N:11]([CH2:12][C@H:13]2[CH2:18][CH2:17][C@H:16]([C:19](O)=[O:20])[CH2:15][CH2:14]2)[C:10](=[O:22])[C:9]2[C:4](=[CH:5][CH:6]=[CH:7][CH:8]=2)[NH:3]1.CN(C(ON1N=NC2C=CC=NC1=2)=[N+](C)C)C.F[P-](F)(F)(F)(F)F.C(N(CC)CC)C.[C:54]([O:58][C:59]([N:61]1[CH2:66][CH2:65][NH:64][CH2:63][CH2:62]1)=[O:60])([CH3:57])([CH3:56])[CH3:55], predict the reaction product. The product is: [C:54]([O:58][C:59]([N:61]1[CH2:66][CH2:65][N:64]([C:19]([C@H:16]2[CH2:15][CH2:14][C@H:13]([CH2:12][N:11]3[C:10](=[O:22])[C:9]4[C:4](=[CH:5][CH:6]=[CH:7][CH:8]=4)[NH:3][C:2]3=[O:1])[CH2:18][CH2:17]2)=[O:20])[CH2:63][CH2:62]1)=[O:60])([CH3:57])([CH3:55])[CH3:56]. (4) Given the reactants [CH2:1]([O:3][C:4]([C:6]1[NH:10][C:9]2[CH:11]=[C:12]([Br:14])[S:13][C:8]=2[C:7]=1[I:15])=[O:5])[CH3:2].[H-].[Na+].Br[CH2:19][CH2:20][CH2:21][C:22]1[CH:27]=[CH:26][CH:25]=[CH:24][CH:23]=1.O, predict the reaction product. The product is: [CH2:1]([O:3][C:4]([C:6]1[N:10]([CH2:19][CH2:20][CH2:21][C:22]2[CH:27]=[CH:26][CH:25]=[CH:24][CH:23]=2)[C:9]2[CH:11]=[C:12]([Br:14])[S:13][C:8]=2[C:7]=1[I:15])=[O:5])[CH3:2]. (5) Given the reactants [CH2:1](OC1C(Br)=CC=C2C=1N=C(C(O)=O)C=C2)[C:2]1[CH:7]=[CH:6][CH:5]=[CH:4][CH:3]=1.[CH2:23]([O:30][C:31]1[CH:32]=[CH:33][CH:34]=[C:35]2[C:40]=1[N:39]=[C:38]([C:41]([OH:43])=[O:42])[C:37]([Br:44])=[C:36]2[OH:45])[C:24]1[CH:29]=[CH:28][CH:27]=[CH:26][CH:25]=1.[H-].[Na+].[CH2:48](Br)[C:49]1[CH:54]=[CH:53][CH:52]=[CH:51][CH:50]=1, predict the reaction product. The product is: [CH2:48]([O:42][C:41]([C:38]1[C:37]([Br:44])=[C:36]([O:45][CH2:1][C:2]2[CH:7]=[CH:6][CH:5]=[CH:4][CH:3]=2)[C:35]2[C:40](=[C:31]([O:30][CH2:23][C:24]3[CH:29]=[CH:28][CH:27]=[CH:26][CH:25]=3)[CH:32]=[CH:33][CH:34]=2)[N:39]=1)=[O:43])[C:49]1[CH:54]=[CH:53][CH:52]=[CH:51][CH:50]=1. (6) Given the reactants C([O:4][C@@H:5]([CH3:28])[C:6]([N:8]1[CH2:13][CH2:12][CH:11]([N:14]2[C:26]3[C:25]4[N:24]=[C:23]([Cl:27])[CH:22]=[CH:21][C:20]=4[N:19]=[CH:18][C:17]=3[N:16]=[N:15]2)[CH2:10][CH2:9]1)=[O:7])(=O)C.[Li+].[OH-], predict the reaction product. The product is: [Cl:27][C:23]1[CH:22]=[CH:21][C:20]2[N:19]=[CH:18][C:17]3[N:16]=[N:15][N:14]([CH:11]4[CH2:12][CH2:13][N:8]([C:6](=[O:7])[C@@H:5]([OH:4])[CH3:28])[CH2:9][CH2:10]4)[C:26]=3[C:25]=2[N:24]=1. (7) Given the reactants [C:1]([O-:15])(=[O:14])[CH2:2][CH2:3][NH:4][C:5](=[O:13])[C@@H:6]([C:8]([CH2:11][OH:12])([CH3:10])[CH3:9])[OH:7].C1[C@H](N)[C@@H](O[C@H]2O[C@H](CN)[C@@H](O)[C@H](O)[C@H]2O)[C@H](O)[C@@H](O[C@H]2O[C@H](CO)[C@@H](O)[C@H](N)[C@H]2O)[C@@H]1N.N[C@H](C(O)=O)[C@H](CC)C.C[C@]1(O)[C@@H]2C(=C(O)[C@]3(O)C(=O)C(C(N)=O)=C(O)[C@@H](N(C)C)[C@@H]3C2)C(=O)C2C(O)=CC=CC1=2, predict the reaction product. The product is: [C:1]([OH:15])(=[O:14])[CH2:2][CH2:3][NH:4][C:5](=[O:13])[C@@H:6]([C:8]([CH2:11][OH:12])([CH3:10])[CH3:9])[OH:7]. (8) Given the reactants [Cl:1][C:2]1[CH:3]=[N:4][CH:5]=[C:6]([Cl:21])[C:7]=1[CH2:8][C:9]([C:11]1[CH:16]=[CH:15][C:14]([O:17][CH3:18])=[C:13]([OH:19])[C:12]=1O)=[O:10].[C:22]([O-:25])([O-])=O.[K+].[K+].[CH2:28](I)[CH3:29].O.[CH3:32]N(C=O)C, predict the reaction product. The product is: [Cl:1][C:2]1[CH:3]=[N:4][CH:5]=[C:6]([Cl:21])[C:7]=1[CH2:8][C:9]([C:11]1[CH:16]=[CH:15][C:14]([O:17][CH3:18])=[C:13]([O:19][CH2:28][CH3:29])[C:12]=1[O:25][CH2:22][CH3:32])=[O:10]. (9) Given the reactants Br[C:2]1[CH:6]=[CH:5][S:4][C:3]=1[C:7]1[S:8][CH:9]=[CH:10][CH:11]=1.C([Li])CCC.[CH3:17][CH2:18][CH2:19][CH2:20][CH2:21][C:22](=[O:28])[CH2:23][CH2:24][CH2:25][CH2:26][CH3:27], predict the reaction product. The product is: [S:4]1[CH:5]=[CH:6][C:2]([C:22]([OH:28])([CH2:23][CH2:24][CH2:25][CH2:26][CH3:27])[CH2:21][CH2:20][CH2:19][CH2:18][CH3:17])=[C:3]1[C:7]1[S:8][CH:9]=[CH:10][CH:11]=1.